From a dataset of Forward reaction prediction with 1.9M reactions from USPTO patents (1976-2016). Predict the product of the given reaction. (1) Given the reactants [CH:1]1([CH2:7][C@H:8]([NH:23]C(=O)OC(C)(C)C)[CH:9]([N:12]([CH3:22])[C:13]([O:15][CH2:16][CH2:17][Si:18]([CH3:21])([CH3:20])[CH3:19])=[O:14])[CH2:10][CH3:11])[CH2:6][CH2:5][CH2:4][CH2:3][CH2:2]1, predict the reaction product. The product is: [NH2:23][C@H:8]([CH:9]([N:12]([CH3:22])[C:13](=[O:14])[O:15][CH2:16][CH2:17][Si:18]([CH3:20])([CH3:19])[CH3:21])[CH2:10][CH3:11])[CH2:7][CH:1]1[CH2:6][CH2:5][CH2:4][CH2:3][CH2:2]1. (2) Given the reactants [C:1]([O:5][C:6]([N:8]1[CH2:13][CH2:12][CH:11]([NH:14][CH2:15][CH:16]=[CH2:17])[CH2:10][CH2:9]1)=[O:7])([CH3:4])([CH3:3])[CH3:2].[CH2:18]([N:25]=[C:26]=[O:27])[C:19]1[CH:24]=[CH:23][CH:22]=[CH:21][CH:20]=1.O, predict the reaction product. The product is: [C:19]1([CH2:18][NH:25][C:26](=[O:27])[N:14]([CH:11]2[CH2:10][CH2:9][N:8]([C:6]([O:5][C:1]([CH3:4])([CH3:3])[CH3:2])=[O:7])[CH2:13][CH2:12]2)[CH2:15][CH:16]=[CH2:17])[CH:24]=[CH:23][CH:22]=[CH:21][CH:20]=1. (3) Given the reactants [H-].[Na+].[CH2:3]([O:11][CH2:12][C:13]([CH2:18][O:19][CH2:20][CH2:21][CH2:22][CH2:23][CH2:24][CH2:25][CH2:26][CH3:27])([CH2:16][OH:17])[CH2:14][OH:15])[CH2:4][CH2:5][CH2:6][CH2:7][CH2:8][CH2:9][CH3:10].Cl.Cl[CH2:30][CH2:31][CH2:32][N:33]([CH3:35])[CH3:34], predict the reaction product. The product is: [CH3:34][N:33]([CH3:35])[CH2:32][CH2:31][CH2:30][O:15][CH2:14][C:13]([CH2:12][O:11][CH2:3][CH2:4][CH2:5][CH2:6][CH2:7][CH2:8][CH2:9][CH3:10])([CH2:18][O:19][CH2:20][CH2:21][CH2:22][CH2:23][CH2:24][CH2:25][CH2:26][CH3:27])[CH2:16][O:17][CH2:30][CH2:31][CH2:32][N:33]([CH3:35])[CH3:34].